Dataset: Peptide-MHC class II binding affinity with 134,281 pairs from IEDB. Task: Regression. Given a peptide amino acid sequence and an MHC pseudo amino acid sequence, predict their binding affinity value. This is MHC class II binding data. (1) The peptide sequence is TEYIMKGVYINTALL. The MHC is DRB1_0802 with pseudo-sequence DRB1_0802. The binding affinity (normalized) is 0.373. (2) The peptide sequence is NYNCKILPNTLVLDF. The MHC is DRB3_0202 with pseudo-sequence DRB3_0202. The binding affinity (normalized) is 0.736. (3) The peptide sequence is KGLPIRYQTTATKSE. The MHC is DRB1_0405 with pseudo-sequence DRB1_0405. The binding affinity (normalized) is 0.537. (4) The peptide sequence is ITYGETGGNSPVQEF. The MHC is DRB1_1201 with pseudo-sequence DRB1_1201. The binding affinity (normalized) is 0. (5) The MHC is DRB1_0401 with pseudo-sequence DRB1_0401. The binding affinity (normalized) is 0.270. The peptide sequence is MVSSVDFVPPMAALEEKGIL. (6) The peptide sequence is SPAIFQSSMTKILEP. The MHC is DRB1_0901 with pseudo-sequence DRB1_0901. The binding affinity (normalized) is 0.677. (7) The peptide sequence is AGYTPAAPAGAEPAGKATTE. The MHC is DRB1_1302 with pseudo-sequence DRB1_1302. The binding affinity (normalized) is 0.0679. (8) The peptide sequence is PEFSELFAAFPSFAG. The MHC is DRB1_1501 with pseudo-sequence DRB1_1501. The binding affinity (normalized) is 0.721.